Dataset: Retrosynthesis with 50K atom-mapped reactions and 10 reaction types from USPTO. Task: Predict the reactants needed to synthesize the given product. (1) Given the product CCS(=O)(=O)CCOc1cc(C(=O)O)c(O)c2ccccc12, predict the reactants needed to synthesize it. The reactants are: CCS(=O)(=O)CCO.O=C(O)c1cc(O)c2ccccc2c1O. (2) Given the product OCc1cccnc1Nc1ccc2c(c1)OCCO2, predict the reactants needed to synthesize it. The reactants are: COC(=O)c1cccnc1Nc1ccc2c(c1)OCCO2. (3) Given the product COC(=O)[C@@H](NC(=O)c1ccc(Cl)cc1NC(=O)Nc1c(C)cccc1C)C1CCCCC1, predict the reactants needed to synthesize it. The reactants are: COC(=O)[C@@H](N)C1CCCCC1.Cc1cccc(C)c1NC(=O)Nc1cc(Cl)ccc1C(=O)O. (4) Given the product CCOC(=O)c1ccc(NCCCc2ccccc2OC)cc1, predict the reactants needed to synthesize it. The reactants are: CCOC(=O)c1ccc(N)cc1.COc1ccccc1CCCBr. (5) The reactants are: Nc1ccc(Oc2cc(NC(=O)N3CCN(CCN4CCCC4)CC3)ncn2)c(F)c1.O=C(Cc1ccccc1)N=C=S. Given the product O=C(Cc1ccccc1)NC(=S)Nc1ccc(Oc2cc(NC(=O)N3CCN(CCN4CCCC4)CC3)ncn2)c(F)c1, predict the reactants needed to synthesize it. (6) Given the product CNc1cc(Oc2ccc(NC(=O)Nc3cc(CN4CCN(C(C)C)CC4)cc(C(F)(F)F)c3)cc2)ncn1, predict the reactants needed to synthesize it. The reactants are: CC(C)N1CCN(Cc2cc(NC(=O)Nc3ccc(Oc4cc(Cl)ncn4)cc3)cc(C(F)(F)F)c2)CC1.CN. (7) Given the product CNC(=O)Oc1ccc(NC(=O)C(Cl)(Cl)Cl)c(C)c1, predict the reactants needed to synthesize it. The reactants are: CNC(=O)Oc1ccc(N)c(C)c1.O=C(Cl)C(Cl)(Cl)Cl.